This data is from Full USPTO retrosynthesis dataset with 1.9M reactions from patents (1976-2016). The task is: Predict the reactants needed to synthesize the given product. (1) Given the product [N:15]1[CH:5]=[CH:4][CH:3]=[CH:2][C:1]=1[CH:7]1[NH:12][C:11](=[O:13])[CH2:10][C:9](=[O:14])[CH2:8]1, predict the reactants needed to synthesize it. The reactants are: [C:1]1([CH:7]2[NH:12][C:11](=[O:13])[CH2:10][C:9](=[O:14])[CH2:8]2)C=[CH:5][CH:4]=[CH:3][CH:2]=1.[N:15]1C=CC=CC=1C=CC(OCC)=O. (2) Given the product [CH3:1][N:2]1[CH2:7][CH2:6][N:5]([C:8]2[CH:9]=[C:10]3[C:11](=[CH:12][CH:13]=2)[NH:14][CH:18]=[CH:17]3)[CH2:4][CH2:3]1, predict the reactants needed to synthesize it. The reactants are: [CH3:1][N:2]1[CH2:7][CH2:6][N:5]([C:8]2[CH:13]=[CH:12][C:11]([N+:14]([O-])=O)=[C:10]([CH3:17])[CH:9]=2)[CH2:4][CH2:3]1.[CH3:18]OC(OC)N(C)C.N1CCCC1.C([O-])=O.[NH4+]. (3) Given the product [F:1][C:2]1[CH:7]=[CH:6][C:5]([C@@H:8]([C:10]2[N:19]=[C:18]([NH:20][C:21]3[CH:25]=[C:24]([CH3:26])[NH:23][N:22]=3)[C:17]3[C:12](=[CH:13][CH:14]=[CH:15][CH:16]=3)[N:11]=2)[OH:9])=[CH:4][CH:3]=1, predict the reactants needed to synthesize it. The reactants are: [F:1][C:2]1[CH:7]=[CH:6][C:5]([C:8]([C:10]2[N:19]=[C:18]([NH:20][C:21]3[CH:25]=[C:24]([CH3:26])[NH:23][N:22]=3)[C:17]3[C:12](=[CH:13][CH:14]=[CH:15][CH:16]=3)[N:11]=2)=[O:9])=[CH:4][CH:3]=1.CC([O-])(C)C.[K+].CC(O)(C)C.CC(O)C.O.[H][H]. (4) Given the product [CH2:12]([S:4][CH2:3][C@@H:2]([C:5]([OH:7])=[O:6])[NH2:1])[CH:11]=[CH2:10], predict the reactants needed to synthesize it. The reactants are: [NH2:1][C@H:2]([C:5]([OH:7])=[O:6])[CH2:3][SH:4].[OH-].[Na+].[CH2:10](Br)[CH:11]=[CH2:12].C(O)(=O)C. (5) Given the product [NH2:8][C:9]1[O:17][C:16]2[C:11](=[N:12][CH:13]=[C:14]([C:18]([F:19])([F:20])[F:21])[CH:15]=2)[C:10]=1[C:22]([NH:55][C:50]1[CH:51]=[N:52][CH:53]=[CH:54][C:49]=1[N:34]1[CH2:35][C@H:36]([CH:46]2[CH2:48][CH2:47]2)[C@@H:37]([OH:38])[C@H:32]([NH2:31])[CH2:33]1)=[O:24], predict the reactants needed to synthesize it. The reactants are: C(OC([NH:8][C:9]1[O:17][C:16]2[C:11](=[N:12][CH:13]=[C:14]([C:18]([F:21])([F:20])[F:19])[CH:15]=2)[C:10]=1[C:22]([OH:24])=O)=O)(C)(C)C.C(OC(=O)[NH:31][C@H:32]1[C@H:37]([O:38][Si](C(C)(C)C)(C)C)[C@@H:36]([CH:46]2[CH2:48][CH2:47]2)[CH2:35][N:34]([C:49]2[CH:54]=[CH:53][N:52]=[CH:51][C:50]=2[NH2:55])[CH2:33]1)(C)(C)C. (6) Given the product [Cl:11][C:10]1[CH:9]=[C:8]2[C:4]([C:5]([C:12]([OH:14])=[O:13])=[N:6][NH:7]2)=[CH:3][C:2]=1[C:22]1[CH:23]=[CH:24][C:25]([C:28]2[CH:33]=[CH:32][CH:31]=[CH:30][C:29]=2[OH:34])=[CH:26][CH:27]=1, predict the reactants needed to synthesize it. The reactants are: Br[C:2]1[CH:3]=[C:4]2[C:8](=[CH:9][C:10]=1[Cl:11])[NH:7][N:6]=[C:5]2[C:12]([OH:14])=[O:13].CC1(C)COB([C:22]2[CH:27]=[CH:26][C:25]([C:28]3[C:29]([OH:34])=[CH:30][CH:31]=[CH:32][CH:33]=3)=[CH:24][CH:23]=2)OC1.C(=O)([O-])[O-].[K+].[K+].C(O)(=O)CC(CC(O)=O)(C(O)=O)O. (7) Given the product [CH3:47][O:46][C:45]1[C:31]([O:30][CH3:29])=[CH:32][C:33]2[NH:37][C:36]([C:38]3[C:42]([NH:43][C:15]([CH:11]4[O:12][CH2:13][CH2:14][N:9]([CH2:2][C:3]5[CH:4]=[CH:5][CH:6]=[CH:7][CH:8]=5)[CH2:10]4)=[O:17])=[CH:41][NH:40][N:39]=3)=[N:35][C:34]=2[CH:44]=1, predict the reactants needed to synthesize it. The reactants are: Cl.[CH2:2]([N:9]1[CH2:14][CH2:13][O:12][CH:11]([C:15]([OH:17])=O)[CH2:10]1)[C:3]1[CH:8]=[CH:7][CH:6]=[CH:5][CH:4]=1.CN(C=O)C.C(Cl)(=O)C(Cl)=O.[CH3:29][O:30][C:31]1[C:45]([O:46][CH3:47])=[CH:44][C:34]2[NH:35][C:36]([C:38]3[C:42]([NH2:43])=[CH:41][NH:40][N:39]=3)=[N:37][C:33]=2[CH:32]=1.C(N(C(C)C)CC)(C)C. (8) Given the product [F:7][C:8]1[CH:15]=[CH:14][C:11]([CH2:12][NH:6][CH:4]2[CH2:1][CH2:3][CH2:2][CH2:16][CH2:5]2)=[CH:10][CH:9]=1, predict the reactants needed to synthesize it. The reactants are: [CH:1]1([C@@H:4]([NH2:6])[CH3:5])[CH2:3][CH2:2]1.[F:7][C:8]1[CH:15]=[CH:14][C:11]([CH:12]=O)=[CH:10][CH:9]=1.[CH:16](=O)C1C=CC=CC=1. (9) Given the product [NH2:7][CH2:8][CH2:9][CH2:10][O:11][C:12]1[CH:13]=[C:14]([C:18]([OH:25])([C:19]2[CH:24]=[CH:23][CH:22]=[CH:21][CH:20]=2)[C:26]2[CH:31]=[CH:30][C:29]([C:41]([OH:43])=[O:42])=[CH:28][CH:27]=2)[CH:15]=[CH:16][CH:17]=1, predict the reactants needed to synthesize it. The reactants are: C(OC(=O)[NH:7][CH2:8][CH2:9][CH2:10][O:11][C:12]1[CH:17]=[CH:16][CH:15]=[C:14]([C:18]([C:26]2[CH:31]=[CH:30][C:29](C3OCC(C)(C)N=3)=[CH:28][CH:27]=2)([OH:25])[C:19]2[CH:24]=[CH:23][CH:22]=[CH:21][CH:20]=2)[CH:13]=1)(C)(C)C.C[C:41]([OH:43])=[O:42]. (10) Given the product [C:26]([NH:25][C:21]1[CH:20]=[C:19]([S:16]([NH:15][CH:10]2[CH2:11][CH2:12][CH2:13][C:14]3[N:6]([CH2:5][C:4]([OH:34])=[O:3])[N:7]=[CH:8][C:9]2=3)(=[O:17])=[O:18])[CH:24]=[CH:23][CH:22]=1)(=[O:33])[C:27]1[CH:32]=[CH:31][CH:30]=[CH:29][CH:28]=1, predict the reactants needed to synthesize it. The reactants are: C([O:3][C:4](=[O:34])[CH2:5][N:6]1[C:14]2[CH2:13][CH2:12][CH2:11][CH:10]([NH:15][S:16]([C:19]3[CH:24]=[CH:23][CH:22]=[C:21]([NH:25][C:26](=[O:33])[C:27]4[CH:32]=[CH:31][CH:30]=[CH:29][CH:28]=4)[CH:20]=3)(=[O:18])=[O:17])[C:9]=2[CH:8]=[N:7]1)C.C(NC1C=C(S(NC2C3C=NN(CC(O)=O)C=3CCC=2)(=O)=O)C=CC=1)(=O)C1C=CC=CC=1.